From a dataset of Full USPTO retrosynthesis dataset with 1.9M reactions from patents (1976-2016). Predict the reactants needed to synthesize the given product. (1) Given the product [CH3:1][CH2:2][CH2:3][CH2:4][C:5]1[N:9]([CH2:10][C:11]2[CH:12]=[CH:13][C:14]([C:17]([OH:19])=[O:18])=[CH:15][CH:16]=2)[C:8](/[CH:20]=[C:21](/[C:28]([OH:30])=[O:29])\[CH2:22][C:23]2[S:27][CH:26]=[CH:25][CH:24]=2)=[CH:7][N:6]=1.[CH3:35][S:36]([OH:39])(=[O:38])=[O:37], predict the reactants needed to synthesize it. The reactants are: [CH3:1][CH2:2][CH2:3][CH2:4][C:5]1[N:9]([CH2:10][C:11]2[CH:12]=[CH:13][C:14]([C:17]([OH:19])=[O:18])=[CH:15][CH:16]=2)[C:8](/[CH:20]=[C:21](/[C:28]([OH:30])=[O:29])\[CH2:22][C:23]2[S:27][CH:26]=[CH:25][CH:24]=2)=[CH:7][N:6]=1.C([O-])(=O)C.[CH3:35][S:36]([OH:39])(=[O:38])=[O:37]. (2) Given the product [OH:10][C@H:3]([CH2:4][C:5](=[O:6])[O-:7])[CH2:2][N+:12]([CH3:14])([CH3:13])[CH3:11], predict the reactants needed to synthesize it. The reactants are: Cl[CH2:2][C@H:3]([OH:10])[CH2:4][C:5]([O:7]CC)=[O:6].[CH3:11][N:12]([CH3:14])[CH3:13]. (3) The reactants are: II.[Mg].[C:4]([O:7][C:8]1[C:13]([CH:14](Br)[CH2:15][CH2:16]Br)=[CH:12][CH:11]=[CH:10][C:9]=1[Cl:19])(=[O:6])[CH3:5].Cl. Given the product [C:4]([O:7][C:8]1[C:13]([CH:14]2[CH2:16][CH2:15]2)=[CH:12][CH:11]=[CH:10][C:9]=1[Cl:19])(=[O:6])[CH3:5], predict the reactants needed to synthesize it. (4) Given the product [C:1]([C:3]1[C:12]2[C:7](=[CH:8][C:9]([O:13][C:14]3[CH:19]=[CH:18][CH:17]=[CH:16][C:15]=3[CH3:20])=[CH:10][CH:11]=2)[C:6]([OH:21])=[C:5]([C:22]([NH:36][CH2:37][C:38]([CH3:43])([CH3:42])[C:39]([OH:41])=[O:40])=[O:23])[N:4]=1)#[N:2], predict the reactants needed to synthesize it. The reactants are: [C:1]([C:3]1[C:12]2[C:7](=[CH:8][C:9]([O:13][C:14]3[CH:19]=[CH:18][CH:17]=[CH:16][C:15]=3[CH3:20])=[CH:10][CH:11]=2)[C:6]([OH:21])=[C:5]([C:22](OCCCC)=[O:23])[N:4]=1)#[N:2].OC(C(F)(F)F)=O.[NH2:36][CH2:37][C:38]([CH3:43])([CH3:42])[C:39]([OH:41])=[O:40].C[O-].[Na+]. (5) Given the product [C:1]([N:8]1[C@H:9]([CH2:22][OH:23])[CH2:10][CH2:11][C@H:12]1[CH2:13][O:14][CH2:15][C:16]1[CH:21]=[CH:20][CH:19]=[CH:18][CH:17]=1)([O:3][C:4]([CH3:7])([CH3:6])[CH3:5])=[O:2], predict the reactants needed to synthesize it. The reactants are: [C:1]([N:8]1[C@H:12]([CH2:13][O:14][CH2:15][C:16]2[CH:21]=[CH:20][CH:19]=[CH:18][CH:17]=2)[CH2:11][CH2:10][C@H:9]1[CH2:22][O:23]C(=O)C1C=CC=CC=1)([O:3][C:4]([CH3:7])([CH3:6])[CH3:5])=[O:2].[OH-].[Na+].Cl. (6) Given the product [CH2:29]([N:36]1[C:40](=[O:41])[C:39](=[C:10]2[N:9]([CH3:14])[C:8]3[C:3]([O:2][CH3:1])=[CH:4][CH:5]=[CH:6][C:7]=3[S:11]2)[S:38][C:37]1=[N:42][C:43]1[CH:44]=[C:45]([CH:48]=[CH:49][C:50]=1[NH:51][CH2:52][CH3:53])[C:46]#[N:47])[C:30]1[CH:35]=[CH:34][CH:33]=[CH:32][CH:31]=1, predict the reactants needed to synthesize it. The reactants are: [CH3:1][O:2][C:3]1[C:8]2[N:9]=[C:10](SC)[S:11][C:7]=2[CH:6]=[CH:5][CH:4]=1.[C:14]1(C)C=CC(S(OC)(=O)=O)=CC=1.CC#N.[CH2:29]([N:36]1[C:40](=[O:41])[CH2:39][S:38][C:37]1=[N:42][C:43]1[CH:44]=[C:45]([CH:48]=[CH:49][C:50]=1[NH:51][CH2:52][CH3:53])[C:46]#[N:47])[C:30]1[CH:35]=[CH:34][CH:33]=[CH:32][CH:31]=1.